Dataset: Reaction yield outcomes from USPTO patents with 853,638 reactions. Task: Predict the reaction yield, written as a fraction of the theoretical maximum amount of product (1.0 means a 100% yield; for example, 0.34 means a 34% yield). (1) The reactants are [CH:1]1([C:4]2[CH:9]=[CH:8][CH:7]=[CH:6][C:5]=2[NH:10][C:11]([NH:13]/[N:14]=[CH:15]/[C:16]2[CH:21]=[CH:20][C:19]([C:22]3[N:26]=[CH:25][N:24]([C:27]4[CH:32]=[CH:31][C:30]([O:33][C:34]([F:37])([F:36])[F:35])=[CH:29][CH:28]=4)[N:23]=3)=[CH:18][CH:17]=2)=[S:12])[CH2:3][CH2:2]1.C([O-])(=O)C.[Na+].Br[CH:44]([CH3:49])[C:45](OC)=[O:46]. The catalyst is CCO.C(Cl)Cl. The product is [CH:1]1([C:4]2[CH:9]=[CH:8][CH:7]=[CH:6][C:5]=2[N:10]2[C:45](=[O:46])[CH:44]([CH3:49])[S:12]/[C:11]/2=[N:13]/[N:14]=[CH:15]\[C:16]2[CH:17]=[CH:18][C:19]([C:22]3[N:26]=[CH:25][N:24]([C:27]4[CH:28]=[CH:29][C:30]([O:33][C:34]([F:35])([F:37])[F:36])=[CH:31][CH:32]=4)[N:23]=3)=[CH:20][CH:21]=2)[CH2:3][CH2:2]1. The yield is 0.300. (2) The reactants are [CH3:1][C:2]([C:9]([OH:11])=[O:10])([CH2:4][CH2:5][C:6]([OH:8])=[O:7])[NH2:3].Cl[C:13]([O:15][CH2:16][C:17]1[CH:22]=[CH:21][CH:20]=[CH:19][CH:18]=1)=[O:14]. The yield is 0.830. The product is [CH2:16]([O:15][C:13]([NH:3][C@:2]([CH3:1])([C:9]([OH:11])=[O:10])[CH2:4][CH2:5][C:6]([OH:8])=[O:7])=[O:14])[C:17]1[CH:22]=[CH:21][CH:20]=[CH:19][CH:18]=1. The catalyst is [OH-].[Na+]. (3) The reactants are [CH2:1]([O:3][C:4](=[O:12])[C:5]1[CH:10]=[CH:9][C:8](F)=[CH:7][CH:6]=1)[CH3:2].[NH:13]1[CH2:18][CH2:17][CH:16]([OH:19])[CH2:15][CH2:14]1.C(=O)([O-])[O-].[K+].[K+].O. The catalyst is CS(C)=O. The product is [CH2:1]([O:3][C:4](=[O:12])[C:5]1[CH:10]=[CH:9][C:8]([N:13]2[CH2:18][CH2:17][CH:16]([OH:19])[CH2:15][CH2:14]2)=[CH:7][CH:6]=1)[CH3:2]. The yield is 0.640. (4) The reactants are I[C:2]1[C:10]2[C:9](=[O:11])[N:8]([CH2:12][O:13][CH2:14][CH2:15][Si:16]([CH3:19])([CH3:18])[CH3:17])[N:7]=[CH:6][C:5]=2[N:4]([CH2:20][O:21][CH2:22][CH2:23][Si:24]([CH3:27])([CH3:26])[CH3:25])[CH:3]=1.Br[C:29]1[C:37]2C(=O)N(COCC[Si](C)(C)C)N=C[C:32]=2N(COCC[Si](C)(C)C)C=1.C1(P(C2CCCCC2)C2CCCCC2)CCCCC1. No catalyst specified. The product is [CH:29]1([C:2]2[C:10]3[C:9](=[O:11])[N:8]([CH2:12][O:13][CH2:14][CH2:15][Si:16]([CH3:19])([CH3:18])[CH3:17])[N:7]=[CH:6][C:5]=3[N:4]([CH2:20][O:21][CH2:22][CH2:23][Si:24]([CH3:27])([CH3:26])[CH3:25])[CH:3]=2)[CH2:37][CH2:32]1. The yield is 0.790.